Dataset: Forward reaction prediction with 1.9M reactions from USPTO patents (1976-2016). Task: Predict the product of the given reaction. (1) Given the reactants [OH:1][C:2]1[C:9]([N+:10]([O-:12])=[O:11])=[CH:8][C:5]([CH:6]=O)=[CH:4][C:3]=1[O:13][CH2:14][CH2:15][O:16][CH3:17].[C:18]1([C:24](=O)[CH2:25][C:26]2[CH:31]=[CH:30][CH:29]=[CH:28][CH:27]=2)[CH:23]=[CH:22][CH:21]=[CH:20][CH:19]=1.[NH2:33][C:34]([NH2:36])=[O:35].Cl, predict the reaction product. The product is: [OH:1][C:2]1[C:9]([N+:10]([O-:12])=[O:11])=[CH:8][C:5]([CH:6]2[C:25]([C:26]3[CH:31]=[CH:30][CH:29]=[CH:28][CH:27]=3)=[C:24]([C:18]3[CH:23]=[CH:22][CH:21]=[CH:20][CH:19]=3)[NH:36][C:34](=[O:35])[NH:33]2)=[CH:4][C:3]=1[O:13][CH2:14][CH2:15][O:16][CH3:17]. (2) The product is: [CH3:1][O:2][C:3]1[N:13]=[CH:12][C:11]2[S:10][CH2:9][CH2:8][N:7]([CH2:14][C:16]3[CH:25]=[CH:24][CH:23]=[CH:22][C:17]=3[C:18]([O:20][CH3:21])=[O:19])[CH2:6][C:5]=2[CH:4]=1. Given the reactants [CH3:1][O:2][C:3]1[N:13]=[CH:12][C:11]2[S:10][CH2:9][CH2:8][NH:7][CH2:6][C:5]=2[CH:4]=1.[CH:14]([C:16]1[CH:25]=[CH:24][CH:23]=[CH:22][C:17]=1[C:18]([O:20][CH3:21])=[O:19])=O.C(O[BH-](OC(=O)C)OC(=O)C)(=O)C.[Na+], predict the reaction product. (3) Given the reactants [CH3:1][O:2][C:3]1[CH:4]=[C:5]([CH:17]=[CH:18][CH:19]=1)[CH2:6][N:7]1[CH2:16][CH2:15][C:10]2(OCC[O:11]2)[CH2:9][CH2:8]1.Cl, predict the reaction product. The product is: [CH3:1][O:2][C:3]1[CH:4]=[C:5]([CH:17]=[CH:18][CH:19]=1)[CH2:6][N:7]1[CH2:8][CH2:9][C:10](=[O:11])[CH2:15][CH2:16]1.